From a dataset of CYP2D6 inhibition data for predicting drug metabolism from PubChem BioAssay. Regression/Classification. Given a drug SMILES string, predict its absorption, distribution, metabolism, or excretion properties. Task type varies by dataset: regression for continuous measurements (e.g., permeability, clearance, half-life) or binary classification for categorical outcomes (e.g., BBB penetration, CYP inhibition). Dataset: cyp2d6_veith. The molecule is Cc1ccccc1-c1cncnc1NCc1cccs1. The result is 1 (inhibitor).